This data is from Full USPTO retrosynthesis dataset with 1.9M reactions from patents (1976-2016). The task is: Predict the reactants needed to synthesize the given product. (1) Given the product [NH2:12][C:13]1[C:21]([CH2:20][OH:23])=[CH:7][C:6]([Br:1])=[CH:5][N:14]=1, predict the reactants needed to synthesize it. The reactants are: [Br:1]Br.Cl.O=[C:5]1[NH:14][C:13]2[N:12]=CC(/C=C/C(O)=O)=CC=2[CH2:7][CH2:6]1.[C:20]([OH:23])(=O)[CH3:21]. (2) Given the product [Cl:7][C:8]1[N:13]=[C:12]([NH:4][CH2:3][C:2]([NH:6][S:23]([CH3:26])(=[O:25])=[O:24])([CH3:5])[CH3:1])[C:11]([Cl:15])=[CH:10][N:9]=1, predict the reactants needed to synthesize it. The reactants are: [CH3:1][C:2]([NH2:6])([CH3:5])[CH2:3][NH2:4].[Cl:7][C:8]1[N:13]=[C:12](Cl)[C:11]([Cl:15])=[CH:10][N:9]=1.CCN(CC)CC.[S:23](Cl)([CH3:26])(=[O:25])=[O:24]. (3) Given the product [Br:3][C:4]1[CH:5]=[C:6]([CH:10]([NH:19][CH3:18])[CH2:11][N:12]2[CH2:16][CH2:15][CH2:14][CH2:13]2)[CH:7]=[CH:8][CH:9]=1, predict the reactants needed to synthesize it. The reactants are: CN.[Br:3][C:4]1[CH:5]=[C:6]([C:10](=O)[CH2:11][N:12]2[CH2:16][CH2:15][CH2:14][CH2:13]2)[CH:7]=[CH:8][CH:9]=1.[C:18]([BH3-])#[N:19].[Na+].C(O)(=O)C. (4) Given the product [Cl:25][C:26]1[CH:31]=[CH:30][CH:29]=[CH:28][C:27]=1[CH2:32][C:33]1[N:36]=[C:22]([CH:10]2[CH2:11][CH:12]([C:14]3[CH:15]=[CH:16][C:17]([CH2:20][CH3:21])=[CH:18][CH:19]=3)[CH2:13][N:8]([C:6]([CH:1]3[CH2:5][CH2:4][CH2:3][CH2:2]3)=[O:7])[CH2:9]2)[O:35][N:34]=1, predict the reactants needed to synthesize it. The reactants are: [CH:1]1([C:6]([N:8]2[CH2:13][CH:12]([C:14]3[CH:19]=[CH:18][C:17]([CH2:20][CH3:21])=[CH:16][CH:15]=3)[CH2:11][CH:10]([C:22](O)=O)[CH2:9]2)=[O:7])[CH2:5][CH2:4][CH2:3][CH2:2]1.[Cl:25][C:26]1[CH:31]=[CH:30][CH:29]=[CH:28][C:27]=1[CH2:32][C:33](=[NH:36])[NH:34][OH:35]. (5) Given the product [CH3:1][O:2][C:3]1[CH:38]=[CH:37][C:6]([CH2:7][N:8]([CH2:28][C:29]2[CH:34]=[CH:33][C:32]([O:35][CH3:36])=[CH:31][CH:30]=2)[C:9]2[N:14]=[N:13][C:12]([CH2:15][CH2:16][CH:17]([F:27])[CH2:18][N:19]3[CH:23]=[C:22]([C:24]([NH:72][CH2:71][C:67]4[CH:66]=[C:65]([C:64]([F:74])([F:63])[F:73])[CH:70]=[CH:69][N:68]=4)=[O:25])[N:21]=[N:20]3)=[CH:11][CH:10]=2)=[CH:5][CH:4]=1, predict the reactants needed to synthesize it. The reactants are: [CH3:1][O:2][C:3]1[CH:38]=[CH:37][C:6]([CH2:7][N:8]([CH2:28][C:29]2[CH:34]=[CH:33][C:32]([O:35][CH3:36])=[CH:31][CH:30]=2)[C:9]2[N:14]=[N:13][C:12]([CH2:15][CH2:16][CH:17]([F:27])[CH2:18][N:19]3[CH:23]=[C:22]([C:24](O)=[O:25])[N:21]=[N:20]3)=[CH:11][CH:10]=2)=[CH:5][CH:4]=1.CN(C(ON1N=NC2C=CC=NC1=2)=[N+](C)C)C.F[P-](F)(F)(F)(F)F.[F:63][C:64]([F:74])([F:73])[C:65]1[CH:70]=[CH:69][N:68]=[C:67]([CH2:71][NH2:72])[CH:66]=1.CCN(C(C)C)C(C)C. (6) Given the product [CH3:42][CH:41]([CH2:40][CH2:39][CH:38]=[C:35]([CH3:36])[CH3:34])[CH:43]=[CH:2][CH2:3][C:4]1[CH:5]=[CH:6][CH:7]=[CH:8][CH:9]=1, predict the reactants needed to synthesize it. The reactants are: [Br-].[CH2:2]([P+](C1C=CC=CC=1)(C1C=CC=CC=1)C1C=CC=CC=1)[CH2:3][C:4]1[CH:9]=[CH:8][CH:7]=[CH:6][CH:5]=1.[Li]CCCC.[CH3:34][CH:35]([CH2:38][CH2:39][CH:40]=[C:41]([CH3:43])[CH3:42])[CH:36]=O.